Dataset: Full USPTO retrosynthesis dataset with 1.9M reactions from patents (1976-2016). Task: Predict the reactants needed to synthesize the given product. Given the product [Cl:1][C:2]1[N:11]=[CH:10][C:9]2[N:8]([CH:12]([CH3:13])[CH3:14])[C:7](=[O:15])[C:6]3([CH3:22])[CH2:16][O:17][CH2:18][CH2:19][N:5]3[C:4]=2[N:3]=1, predict the reactants needed to synthesize it. The reactants are: [Cl:1][C:2]1[N:11]=[CH:10][C:9]2[N:8]([CH:12]([CH3:14])[CH3:13])[C:7](=[O:15])[CH:6]3[CH2:16][O:17][CH2:18][CH2:19][N:5]3[C:4]=2[N:3]=1.IC.[CH3:22]C([O-])(C)C.